From a dataset of Forward reaction prediction with 1.9M reactions from USPTO patents (1976-2016). Predict the product of the given reaction. (1) Given the reactants [C:1]1(=[O:7])[CH2:6][CH2:5][CH2:4][CH2:3][CH2:2]1.N1C=CC=CC=1.[S:14](O[S:14]([C:17]([F:20])([F:19])[F:18])(=[O:16])=[O:15])([C:17]([F:20])([F:19])[F:18])(=[O:16])=[O:15], predict the reaction product. The product is: [C:1]1([O:7][S:14]([C:17]([F:20])([F:19])[F:18])(=[O:16])=[O:15])[CH2:6][CH2:5][CH2:4][CH2:3][CH:2]=1. (2) Given the reactants [Br:1]B1C2CCCC1CCC2.[CH2:11]([O:16][CH:17]1[CH2:22][CH2:21][CH2:20][CH2:19][O:18]1)[CH2:12][CH2:13][C:14]#[CH:15].C(O)(=O)C, predict the reaction product. The product is: [Br:1][C:14](=[CH2:15])[CH2:13][CH2:12][CH2:11][O:16][CH:17]1[CH2:22][CH2:21][CH2:20][CH2:19][O:18]1. (3) Given the reactants [F:1][C:2]1[C:11]2[C:6](=[CH:7][CH:8]=[CH:9][CH:10]=2)[C:5]([CH2:12][OH:13])=[CH:4][CH:3]=1.C([O-])(O)=O.[Na+].OS([O-])=O.[Na+], predict the reaction product. The product is: [F:1][C:2]1[C:11]2[C:6](=[CH:7][CH:8]=[CH:9][CH:10]=2)[C:5]([CH:12]=[O:13])=[CH:4][CH:3]=1. (4) Given the reactants [NH:1]1[C:9]2[C:4](=[CH:5][CH:6]=[CH:7][CH:8]=2)[C:3]([CH2:10][C:11]([OH:13])=[O:12])=[CH:2]1.Cl.[CH2:15](OCC)[CH3:16], predict the reaction product. The product is: [NH:1]1[C:9]2[C:4](=[CH:5][CH:6]=[CH:7][CH:8]=2)[C:3]([CH2:10][C:11]([O:13][CH2:15][CH3:16])=[O:12])=[CH:2]1. (5) Given the reactants [CH3:1][C:2]1[N:3]=[C:4]([C:9]2[CH:14]=[CH:13][C:12]([C:15]([F:18])([F:17])[F:16])=[CH:11][CH:10]=2)[S:5][C:6]=1[CH:7]=[O:8].Br[C:20]([F:24])([F:23])[CH:21]=[CH2:22].Cl, predict the reaction product. The product is: [F:23][C:20]([F:24])([CH:21]=[CH2:22])[CH:7]([C:6]1[S:5][C:4]([C:9]2[CH:10]=[CH:11][C:12]([C:15]([F:18])([F:16])[F:17])=[CH:13][CH:14]=2)=[N:3][C:2]=1[CH3:1])[OH:8]. (6) Given the reactants Br[CH:2]([CH3:13])[C:3]([C:5]1[C:10]([Cl:11])=[CH:9][C:8]([Cl:12])=[CH:7][N:6]=1)=[O:4].[C:14]1(=[O:24])[NH:18][C:17](=[O:19])[C:16]2=[CH:20][CH:21]=[CH:22][CH:23]=[C:15]12.[K].O, predict the reaction product. The product is: [Cl:11][C:10]1[C:5]([C:3](=[O:4])[CH:2]([N:18]2[C:17](=[O:19])[C:16]3=[CH:20][CH:21]=[CH:22][CH:23]=[C:15]3[C:14]2=[O:24])[CH3:13])=[N:6][CH:7]=[C:8]([Cl:12])[CH:9]=1.